This data is from Reaction yield outcomes from USPTO patents with 853,638 reactions. The task is: Predict the reaction yield, written as a fraction of the theoretical maximum amount of product (1.0 means a 100% yield; for example, 0.34 means a 34% yield). (1) The reactants are C([O:3][C:4]([CH:6]1[CH2:11][CH2:10][N:9]([C:12]2[CH:17]=[CH:16][C:15]([F:18])=[CH:14][N:13]=2)[CH2:8][CH2:7]1)=[O:5])C.O[Li].O. The catalyst is C1COCC1.O.CO. The product is [F:18][C:15]1[CH:16]=[CH:17][C:12]([N:9]2[CH2:10][CH2:11][CH:6]([C:4]([OH:5])=[O:3])[CH2:7][CH2:8]2)=[N:13][CH:14]=1. The yield is 0.830. (2) The reactants are [F:1][C:2]1[CH:9]=[C:8]([C:10]([F:13])([F:12])[F:11])[CH:7]=[CH:6][C:3]=1[CH:4]=O.[CH3:14][C:15]([S@:18]([NH2:20])=[O:19])([CH3:17])[CH3:16]. The catalyst is S([O-])([O-])(=O)=O.[Cu+2].ClCCCl. The product is [F:1][C:2]1[CH:9]=[C:8]([C:10]([F:13])([F:12])[F:11])[CH:7]=[CH:6][C:3]=1/[CH:4]=[N:20]/[S@@:18]([C:15]([CH3:17])([CH3:16])[CH3:14])=[O:19]. The yield is 0.950. (3) The reactants are [N:1]([CH2:4][C@H:5]1[CH2:10][CH2:9][CH2:8][CH2:7][C@@H:6]1[NH2:11])=[N+:2]=[N-:3].[CH2:12](N(CC)CC)C.O=[C:20]1[CH2:25][CH2:24][N:23]([CH:26]2[CH2:31][CH2:30][N:29]([C:32]([O:34][C:35]([CH3:38])([CH3:37])[CH3:36])=[O:33])[CH2:28][CH2:27]2)[CH2:22][CH2:21]1.C([BH3-])#N.[Na+]. The catalyst is CO.[Cl-].[Zn+2].[Cl-]. The product is [N:1]([CH2:4][C@H:5]1[CH2:10][CH2:9][CH2:8][CH2:7][C@@H:6]1[NH:11][CH:20]1[CH2:25][CH2:24][N:23]([C:26]2([CH3:12])[CH2:31][CH2:30][N:29]([C:32]([O:34][C:35]([CH3:38])([CH3:37])[CH3:36])=[O:33])[CH2:28][CH2:27]2)[CH2:22][CH2:21]1)=[N+:2]=[N-:3]. The yield is 0.860. (4) The yield is 0.170. The catalyst is O1CCOCC1.O.[Pd]. The reactants are Br[C:2]1[CH:3]=[N+:4]([O-:12])[CH:5]=[C:6]([S:8]([CH3:11])(=[O:10])=[O:9])[CH:7]=1.CC1(C)C(C)(C)OB([C:21]2[CH:26]=[CH:25][N:24]=[C:23]([NH:27][C:28](=[O:30])[CH3:29])[CH:22]=2)O1.C([O-])([O-])=O.[K+].[K+]. The product is [CH3:11][S:8]([C:6]1[CH:7]=[C:2]([C:21]2[CH:26]=[CH:25][N:24]=[C:23]([NH:27][C:28](=[O:30])[CH3:29])[CH:22]=2)[CH:3]=[N+:4]([O-:12])[CH:5]=1)(=[O:10])=[O:9]. (5) The reactants are [CH:1]1[C:10]2[C:5](=[CH:6][CH:7]=[CH:8][CH:9]=2)[CH:4]=[CH:3][C:2]=1[NH:11][C:12]1[S:13][C:14]([NH:22][C:23]([C:25]2[CH:29]=[CH:28][S:27][CH:26]=2)=[O:24])=[C:15]([C:17]([O:19]CC)=O)[N:16]=1.[CH3:30][NH2:31]. The catalyst is C1COCC1.O. The product is [CH3:30][NH:31][C:17]([C:15]1[N:16]=[C:12]([NH:11][C:2]2[CH:3]=[CH:4][C:5]3[C:10](=[CH:9][CH:8]=[CH:7][CH:6]=3)[CH:1]=2)[S:13][C:14]=1[NH:22][C:23]([C:25]1[CH:29]=[CH:28][S:27][CH:26]=1)=[O:24])=[O:19]. The yield is 0.580. (6) The reactants are Cl[CH2:2][C:3]1[CH:4]=[CH:5][C:6]([O:22][CH3:23])=[C:7]([CH:21]=1)[O:8][CH2:9][C:10]1[N:11]=[C:12]([C:16]2[O:17][CH:18]=[CH:19][CH:20]=2)[O:13][C:14]=1[CH3:15].[CH2:24]([N:31]1[CH:35]=[C:34]([C:36]([O:38][CH2:39][CH3:40])=[O:37])[C:33]([OH:41])=[N:32]1)[C:25]1[CH:30]=[CH:29][CH:28]=[CH:27][CH:26]=1.C(=O)([O-])[O-].[K+].[K+].CN(C)C=O. The catalyst is O. The product is [CH2:24]([N:31]1[CH:35]=[C:34]([C:36]([O:38][CH2:39][CH3:40])=[O:37])[C:33]([O:41][CH2:2][C:3]2[CH:4]=[CH:5][C:6]([O:22][CH3:23])=[C:7]([O:8][CH2:9][C:10]3[N:11]=[C:12]([C:16]4[O:17][CH:18]=[CH:19][CH:20]=4)[O:13][C:14]=3[CH3:15])[CH:21]=2)=[N:32]1)[C:25]1[CH:26]=[CH:27][CH:28]=[CH:29][CH:30]=1. The yield is 0.760. (7) The reactants are [Cl:1][C:2]1[CH:10]=[CH:9][C:5]([C:6]([OH:8])=O)=[CH:4][CH:3]=1.C(Cl)(=O)C(Cl)=O.[C:17]([NH2:21])([CH3:20])([CH3:19])[CH3:18].C([O-])(O)=O.[Na+]. The catalyst is C1(C)C=CC=CC=1.C(OCC)(=O)C.CN(C=O)C. The product is [C:17]([NH:21][C:6](=[O:8])[C:5]1[CH:4]=[CH:3][C:2]([Cl:1])=[CH:10][CH:9]=1)([CH3:20])([CH3:19])[CH3:18]. The yield is 0.840. (8) The reactants are [Cl:1][C:2]1[CH:24]=[N:23][C:5]2[N:6](COCC[Si](C)(C)C)[C:7]3[CH:12]=[N:11][C:10]([C:13]#[N:14])=[CH:9][C:8]=3[C:4]=2[C:3]=1[N:25]1[CH2:29][CH2:28][C@H:27]([OH:30])[CH2:26]1.Br.[OH-].[Na+].Cl. The catalyst is O1CCOCC1. The product is [Cl:1][C:2]1[CH:24]=[N:23][C:5]2[NH:6][C:7]3[CH:12]=[N:11][C:10]([C:13]#[N:14])=[CH:9][C:8]=3[C:4]=2[C:3]=1[N:25]1[CH2:29][CH2:28][C@H:27]([OH:30])[CH2:26]1. The yield is 0.600. (9) The reactants are [N:1]([CH2:4][CH2:5][O:6][CH2:7][CH2:8][O:9][CH2:10][CH2:11][O:12][CH2:13][CH2:14][NH2:15])=[N+:2]=[N-:3].[Cl:16][C:17]1[CH:18]=[C:19]2[C:24](=[C:25]([Cl:27])[CH:26]=1)[CH2:23][N:22]([CH2:28][CH3:29])[CH2:21][CH:20]2[C:30]1[CH:31]=[C:32]([S:36](Cl)(=[O:38])=[O:37])[CH:33]=[CH:34][CH:35]=1. The catalyst is C(Cl)Cl. The product is [N:1]([CH2:4][CH2:5][O:6][CH2:7][CH2:8][O:9][CH2:10][CH2:11][O:12][CH2:13][CH2:14][NH:15][S:36]([C:32]1[CH:33]=[CH:34][CH:35]=[C:30]([CH:20]2[C:19]3[C:24](=[C:25]([Cl:27])[CH:26]=[C:17]([Cl:16])[CH:18]=3)[CH2:23][N:22]([CH2:28][CH3:29])[CH2:21]2)[CH:31]=1)(=[O:38])=[O:37])=[N+:2]=[N-:3]. The yield is 0.410.